Dataset: Forward reaction prediction with 1.9M reactions from USPTO patents (1976-2016). Task: Predict the product of the given reaction. Given the reactants [OH:1][C:2]1[CH:10]=[CH:9][C:5]([C:6]([OH:8])=[O:7])=[CH:4][C:3]=1[CH3:11].[CH3:12]N(C=O)C.S(Cl)(Cl)=O, predict the reaction product. The product is: [OH:1][C:2]1[CH:10]=[CH:9][C:5]([C:6]([O:8][CH3:12])=[O:7])=[CH:4][C:3]=1[CH3:11].